From a dataset of Reaction yield outcomes from USPTO patents with 853,638 reactions. Predict the reaction yield, written as a fraction of the theoretical maximum amount of product (1.0 means a 100% yield; for example, 0.34 means a 34% yield). (1) The reactants are [O:1]=[C:2]1[CH:7]([N:8]2[C:16](=[O:17])[C:15]3[C:10](=[CH:11][CH:12]=[CH:13][C:14]=3[O:18][CH2:19][C:20](=[O:43])[NH:21][CH2:22][CH2:23][CH2:24][O:25][CH2:26][CH2:27][O:28][CH2:29][CH2:30][O:31][CH2:32][CH2:33][CH2:34][NH:35]C(=O)OC(C)(C)C)[C:9]2=[O:44])[CH2:6][CH2:5][C:4](=[O:45])[NH:3]1.[C:46]([OH:52])([C:48]([F:51])([F:50])[F:49])=[O:47]. The product is [F:49][C:48]([F:51])([F:50])[C:46]([OH:52])=[O:47].[NH2:35][CH2:34][CH2:33][CH2:32][O:31][CH2:30][CH2:29][O:28][CH2:27][CH2:26][O:25][CH2:24][CH2:23][CH2:22][NH:21][C:20](=[O:43])[CH2:19][O:18][C:14]1[CH:13]=[CH:12][CH:11]=[C:10]2[C:15]=1[C:16](=[O:17])[N:8]([CH:7]1[CH2:6][CH2:5][C:4](=[O:45])[NH:3][C:2]1=[O:1])[C:9]2=[O:44]. The catalyst is CO. The yield is 0.710. (2) The reactants are [CH:1](=[O:10])[C:2]1[CH:7]=[CH:6][CH:5]=[C:4]([O:8][CH3:9])[CH:3]=1.[Br:11]N1C(=O)CCC1=O.O. The catalyst is CN(C=O)C. The product is [Br:11][C:7]1[CH:6]=[CH:5][C:4]([O:8][CH3:9])=[CH:3][C:2]=1[CH:1]=[O:10]. The yield is 0.870. (3) The reactants are [I:1][C:2]1[C:10]2[S:9][C:8]([CH2:11][O:12][CH3:13])=[N:7][C:6]=2[CH:5]=[CH:4][C:3]=1N.N(OC(C)(C)C)=O.O. The catalyst is C1COCC1. The product is [I:1][C:2]1[C:10]2[S:9][C:8]([CH2:11][O:12][CH3:13])=[N:7][C:6]=2[CH:5]=[CH:4][CH:3]=1. The yield is 0.600.